Task: Predict the product of the given reaction.. Dataset: Forward reaction prediction with 1.9M reactions from USPTO patents (1976-2016) (1) The product is: [CH3:19][S:20]([N:1]1[CH2:2][CH2:3][CH:4]([C:5]([O:7][CH2:8][CH3:9])=[O:6])[CH2:10][CH2:11]1)(=[O:22])=[O:21]. Given the reactants [NH:1]1[CH2:11][CH2:10][CH:4]([C:5]([O:7][CH2:8][CH3:9])=[O:6])[CH2:3][CH2:2]1.C(N(CC)CC)C.[CH3:19][S:20](Cl)(=[O:22])=[O:21], predict the reaction product. (2) Given the reactants [H-].[Na+].CN(C)C=O.[CH2:8]([O:15][C@@H:16]1[C@@H:20]([CH2:21][O:22][CH2:23][C:24]2[CH:29]=[CH:28][CH:27]=[CH:26][CH:25]=2)[O:19][C@H:18]([O:30][CH3:31])[C@:17]1([CH3:33])[OH:32])[C:9]1[CH:14]=[CH:13][CH:12]=[CH:11][CH:10]=1.[CH2:34](Br)[C:35]1[CH:40]=[CH:39][CH:38]=[CH:37][CH:36]=1, predict the reaction product. The product is: [CH2:34]([O:32][C@:17]1([CH3:33])[C@H:16]([O:15][CH2:8][C:9]2[CH:14]=[CH:13][CH:12]=[CH:11][CH:10]=2)[C@@H:20]([CH2:21][O:22][CH2:23][C:24]2[CH:25]=[CH:26][CH:27]=[CH:28][CH:29]=2)[O:19][C@@H:18]1[O:30][CH3:31])[C:35]1[CH:40]=[CH:39][CH:38]=[CH:37][CH:36]=1. (3) Given the reactants [CH3:1][O:2][C:3]1[CH:4]=[C:5]([CH:13]=[CH:14][CH:15]=1)[CH2:6][CH:7]1[CH2:12][NH:11][CH2:10][CH2:9][NH:8]1.C(Cl)Cl.C(N(CC)CC)C.[S:26]1[CH:30]=[CH:29][CH:28]=[C:27]1[S:31](Cl)(=[O:33])=[O:32], predict the reaction product. The product is: [CH3:1][O:2][C:3]1[CH:4]=[C:5]([CH:13]=[CH:14][CH:15]=1)[CH2:6][CH:7]1[NH:8][CH2:9][CH2:10][N:11]([S:31]([C:27]2[S:26][CH:30]=[CH:29][CH:28]=2)(=[O:33])=[O:32])[CH2:12]1.